From a dataset of Merck oncology drug combination screen with 23,052 pairs across 39 cell lines. Regression. Given two drug SMILES strings and cell line genomic features, predict the synergy score measuring deviation from expected non-interaction effect. (1) Drug 1: CC(C)CC(NC(=O)C(Cc1ccccc1)NC(=O)c1cnccn1)B(O)O. Drug 2: COC1CC2CCC(C)C(O)(O2)C(=O)C(=O)N2CCCCC2C(=O)OC(C(C)CC2CCC(OP(C)(C)=O)C(OC)C2)CC(=O)C(C)C=C(C)C(O)C(OC)C(=O)C(C)CC(C)C=CC=CC=C1C. Cell line: OVCAR3. Synergy scores: synergy=2.04. (2) Drug 1: NC(=O)c1cccc2cn(-c3ccc(C4CCCNC4)cc3)nc12. Drug 2: Cn1cc(-c2cnn3c(N)c(Br)c(C4CCCNC4)nc23)cn1. Cell line: SW620. Synergy scores: synergy=12.6. (3) Synergy scores: synergy=-34.7. Drug 2: CCC1(O)CC2CN(CCc3c([nH]c4ccccc34)C(C(=O)OC)(c3cc4c(cc3OC)N(C)C3C(O)(C(=O)OC)C(OC(C)=O)C5(CC)C=CCN6CCC43C65)C2)C1. Cell line: T47D. Drug 1: CN1C(=O)C=CC2(C)C3CCC4(C)C(NC(=O)OCC(F)(F)F)CCC4C3CCC12. (4) Drug 1: C#Cc1cccc(Nc2ncnc3cc(OCCOC)c(OCCOC)cc23)c1. Drug 2: O=C(NOCC(O)CO)c1ccc(F)c(F)c1Nc1ccc(I)cc1F. Cell line: NCIH23. Synergy scores: synergy=6.80. (5) Drug 1: O=C(NOCC(O)CO)c1ccc(F)c(F)c1Nc1ccc(I)cc1F. Drug 2: CC1(c2nc3c(C(N)=O)cccc3[nH]2)CCCN1. Cell line: NCIH520. Synergy scores: synergy=5.93. (6) Drug 1: CCC1=CC2CN(C1)Cc1c([nH]c3ccccc13)C(C(=O)OC)(c1cc3c(cc1OC)N(C)C1C(O)(C(=O)OC)C(OC(C)=O)C4(CC)C=CCN5CCC31C54)C2. Drug 2: Cn1cc(-c2cnn3c(N)c(Br)c(C4CCCNC4)nc23)cn1. Cell line: SKOV3. Synergy scores: synergy=10.6.